Dataset: Forward reaction prediction with 1.9M reactions from USPTO patents (1976-2016). Task: Predict the product of the given reaction. (1) Given the reactants S(OS(C(F)(F)F)(=O)=O)(C(F)(F)F)(=O)=O.C1(P(=O)(C2C=CC=CC=2)C2C=CC=CC=2)C=CC=CC=1.[I:36][C:37]1[CH:42]=[CH:41][C:40]([C:43]([C:48]2[CH:64]=[CH:63][C:51]([O:52][C:53]([C:57]3[CH:62]=[CH:61][CH:60]=[CH:59][N:58]=3)([CH3:56])[CH2:54]O)=[CH:50][CH:49]=2)([CH3:47])[CH:44]([CH3:46])[CH3:45])=[CH:39][CH:38]=1.[BH4-].[Na+], predict the reaction product. The product is: [I:36][C:37]1[CH:38]=[CH:39][C:40]([C:43]([C:48]2[CH:49]=[CH:50][C:51]([O:52][C:53]([C:57]3[CH:62]=[CH:61][CH:60]=[CH:59][N:58]=3)([CH3:54])[CH3:56])=[CH:63][CH:64]=2)([CH3:47])[CH:44]([CH3:45])[CH3:46])=[CH:41][CH:42]=1. (2) Given the reactants [C:1]1([CH:7]=O)[CH:6]=[CH:5][CH:4]=[CH:3][CH:2]=1.[NH2:9][C:10]1[CH:15]=[CH:14][C:13]([CH2:16][CH2:17][CH:18]([CH2:23][CH2:24][CH2:25][C:26]2[CH:31]=[CH:30][CH:29]=[CH:28][CH:27]=2)[C:19]([O:21][CH3:22])=[O:20])=[CH:12][CH:11]=1.[BH-](OC(C)=O)(OC(C)=O)OC(C)=O.[Na+].O, predict the reaction product. The product is: [CH2:7]([NH:9][C:10]1[CH:11]=[CH:12][C:13]([CH2:16][CH2:17][CH:18]([CH2:23][CH2:24][CH2:25][C:26]2[CH:27]=[CH:28][CH:29]=[CH:30][CH:31]=2)[C:19]([O:21][CH3:22])=[O:20])=[CH:14][CH:15]=1)[C:1]1[CH:6]=[CH:5][CH:4]=[CH:3][CH:2]=1. (3) Given the reactants CI.[Cl:3][C:4]1[NH:9][C:8](=[O:10])[C:7]([O:11][CH3:12])=[CH:6][N:5]=1.[C:13]([O-])([O-])=O.[Cs+].[Cs+].O, predict the reaction product. The product is: [Cl:3][C:4]1[N:9]([CH3:13])[C:8](=[O:10])[C:7]([O:11][CH3:12])=[CH:6][N:5]=1. (4) Given the reactants [C:1]1([C:9]2[CH:14]=[CH:13][C:12]([NH2:15])=[C:11]([NH2:16])[CH:10]=2)[CH:6]=[CH:5][C:4]([NH2:7])=[C:3]([NH2:8])[CH:2]=1.[CH3:17][O:18][C:19]1[CH:26]=[CH:25][C:22]([CH:23]=O)=[CH:21][CH:20]=1, predict the reaction product. The product is: [CH3:17][O:18][C:19]1[CH:26]=[CH:25][C:22]([C:23]2[NH:16][C:11]3[CH:10]=[C:9]([C:1]4[CH:2]=[C:3]([NH2:8])[C:4]([NH2:7])=[CH:5][CH:6]=4)[CH:14]=[CH:13][C:12]=3[N:15]=2)=[CH:21][CH:20]=1. (5) Given the reactants [Cl:1][C:2]1[CH:9]=[C:8]([Cl:10])[CH:7]=[CH:6][C:3]=1[CH2:4]Cl.[CH:11]1([CH2:14][CH2:15][NH:16][C:17]([C:19]2[N:20]=[N:21][C:22]([N:25]3[CH2:30][CH2:29][NH:28][CH2:27][CH2:26]3)=[CH:23][CH:24]=2)=[O:18])[CH2:13][CH2:12]1, predict the reaction product. The product is: [CH:11]1([CH2:14][CH2:15][NH:16][C:17]([C:19]2[N:20]=[N:21][C:22]([N:25]3[CH2:30][CH2:29][N:28]([CH2:4][C:3]4[CH:6]=[CH:7][C:8]([Cl:10])=[CH:9][C:2]=4[Cl:1])[CH2:27][CH2:26]3)=[CH:23][CH:24]=2)=[O:18])[CH2:13][CH2:12]1. (6) Given the reactants [N+:1]([C:4]1[CH:11]=[CH:10]C(C#N)=[C:6]([CH2:12][O:13][C:14]2[CH:19]=[CH:18][CH:17]=[CH:16][CH:15]=2)[CH:5]=1)([O-:3])=[O:2].[OH-:20].[K+].Cl.[CH2:23]([OH:25])[CH3:24], predict the reaction product. The product is: [N+:1]([C:4]1[CH:11]=[CH:10][C:24]([C:23]([OH:20])=[O:25])=[C:6]([CH2:12][O:13][C:14]2[CH:19]=[CH:18][CH:17]=[CH:16][CH:15]=2)[CH:5]=1)([O-:3])=[O:2]. (7) Given the reactants [NH2:1][C:2]1[CH:3]=[C:4]([CH:13]=[C:14]([NH2:16])[CH:15]=1)[C:5]([NH:7][CH2:8][CH2:9][CH:10]([CH3:12])[CH3:11])=[O:6].[CH:17]1([C:23](Cl)=[O:24])[CH2:22][CH2:21][CH2:20][CH2:19][CH2:18]1.CN1[C:31](=[O:32])[CH2:30][CH2:29][CH2:28]1.[Li+].[Cl-].N1C=C[CH:38]=[CH:37][CH:36]=1, predict the reaction product. The product is: [CH3:12][CH:10]([CH3:11])[CH2:9][CH2:8][NH:7][C:5](=[O:6])[C:4]1[CH:3]=[C:2]([NH:1][C:23]([CH:17]2[CH2:22][CH2:21][CH2:20][CH2:19][CH2:18]2)=[O:24])[CH:15]=[C:14]([NH:16][C:31]([CH:30]2[CH2:38][CH2:37][CH2:36][CH2:28][CH2:29]2)=[O:32])[CH:13]=1. (8) Given the reactants Cl.[CH:2]([C:5]1[S:6][CH:7]=[C:8]([C:10]2[S:14][C:13]([NH:15]C(=O)C)=[N:12][C:11]=2[CH3:19])[N:9]=1)([CH3:4])[CH3:3], predict the reaction product. The product is: [CH:2]([C:5]1[S:6][CH:7]=[C:8]([C:10]2[S:14][C:13]([NH2:15])=[N:12][C:11]=2[CH3:19])[N:9]=1)([CH3:4])[CH3:3]. (9) Given the reactants C(OC([NH:8][CH:9]([CH2:23][CH3:24])[C@@H:10]([C:12]1[O:16][N:15]=[C:14]([C:17]2[CH:22]=[CH:21][CH:20]=[CH:19][CH:18]=2)[N:13]=1)[OH:11])=O)(C)(C)C.C(O)(C(F)(F)F)=O, predict the reaction product. The product is: [NH2:8][CH:9]([CH2:23][CH3:24])[C@@H:10]([C:12]1[O:16][N:15]=[C:14]([C:17]2[CH:22]=[CH:21][CH:20]=[CH:19][CH:18]=2)[N:13]=1)[OH:11]. (10) The product is: [CH3:47][C:42]1[N:41]=[CH:40][C:45]([N:35]2[CH2:36][CH2:37][CH:32]([N:29]3[CH2:28][CH2:27][C:20]4([C:21]5[C:26](=[CH:25][CH:24]=[CH:23][CH:22]=5)[N:17]([C:15]([N:14]([CH3:38])[CH3:13])=[O:16])[CH2:18][CH2:19]4)[CH2:31][CH2:30]3)[CH2:33][CH2:34]2)=[N:44][C:43]=1[CH3:46]. Given the reactants CC(C)([O-])C.[Na+].O1CCOCC1.[CH3:13][N:14]([CH3:38])[C:15]([N:17]1[C:26]2[C:21](=[CH:22][CH:23]=[CH:24][CH:25]=2)[C:20]2([CH2:31][CH2:30][N:29]([CH:32]3[CH2:37][CH2:36][NH:35][CH2:34][CH2:33]3)[CH2:28][CH2:27]2)[CH2:19][CH2:18]1)=[O:16].Cl[C:40]1[N:41]=[C:42]([CH3:47])[C:43]([CH3:46])=[N:44][CH:45]=1, predict the reaction product.